From a dataset of Peptide-MHC class II binding affinity with 134,281 pairs from IEDB. Regression. Given a peptide amino acid sequence and an MHC pseudo amino acid sequence, predict their binding affinity value. This is MHC class II binding data. The binding affinity (normalized) is 0.451. The peptide sequence is AAASWDALAAELASA. The MHC is HLA-DQA10101-DQB10501 with pseudo-sequence HLA-DQA10101-DQB10501.